Dataset: Forward reaction prediction with 1.9M reactions from USPTO patents (1976-2016). Task: Predict the product of the given reaction. (1) Given the reactants [ClH:1].[CH3:2][N:3]([CH3:53])[S:4]([C:7]1[CH:12]=[CH:11][C:10]([C:13]2[CH:18]=[CH:17][C:16]([CH2:19][C@H:20]([NH:34][C:35]([C@H:37]3[CH2:42][CH2:41][C@H:40]([CH2:43][NH:44]C(=O)OC(C)(C)C)[CH2:39][CH2:38]3)=[O:36])[C:21](=[O:33])[NH:22][C:23]3[CH:31]=[C:30]4[C:26]([C:27](=[O:32])[NH:28][NH:29]4)=[CH:25][CH:24]=3)=[CH:15][CH:14]=2)=[C:9]([CH3:52])[CH:8]=1)(=[O:6])=[O:5], predict the reaction product. The product is: [ClH:1].[NH2:44][CH2:43][C@H:40]1[CH2:41][CH2:42][C@H:37]([C:35]([NH:34][C@@H:20]([CH2:19][C:16]2[CH:15]=[CH:14][C:13]([C:10]3[CH:11]=[CH:12][C:7]([S:4](=[O:5])(=[O:6])[N:3]([CH3:2])[CH3:53])=[CH:8][C:9]=3[CH3:52])=[CH:18][CH:17]=2)[C:21](=[O:33])[NH:22][C:23]2[CH:31]=[C:30]3[C:26]([C:27](=[O:32])[NH:28][NH:29]3)=[CH:25][CH:24]=2)=[O:36])[CH2:38][CH2:39]1. (2) The product is: [CH3:8][C:9]1[CH:14]=[C:13]([N+:15]([O-:17])=[O:16])[CH:12]=[CH:11][C:10]=1[O:18][C:2]1[CH:7]=[CH:6][CH:5]=[CH:4][N:3]=1. Given the reactants F[C:2]1[CH:7]=[CH:6][CH:5]=[CH:4][N:3]=1.[CH3:8][C:9]1[CH:14]=[C:13]([N+:15]([O-:17])=[O:16])[CH:12]=[CH:11][C:10]=1[OH:18].C(=O)([O-])[O-].[K+].[K+], predict the reaction product. (3) Given the reactants [NH2:1][CH:2]([CH2:6][C:7]1[CH:12]=[CH:11][CH:10]=[C:9]([F:13])[CH:8]=1)[C:3]([OH:5])=[O:4].C([O-])([O-])=O.[K+].[K+].Cl[C:21]1[N:22]([CH2:37][CH2:38][CH3:39])[C:23](=[O:36])[C:24]2[NH:25][C:26]([CH:30]3[CH2:35][CH2:34][CH2:33][CH2:32][CH2:31]3)=[N:27][C:28]=2[N:29]=1.[Cl-].[NH4+], predict the reaction product. The product is: [CH:30]1([C:26]2[NH:25][C:24]3[C:23](=[O:36])[N:22]([CH2:37][CH2:38][CH3:39])[C:21]([NH:1][CH:2]([CH2:6][C:7]4[CH:12]=[CH:11][CH:10]=[C:9]([F:13])[CH:8]=4)[C:3]([OH:5])=[O:4])=[N:29][C:28]=3[N:27]=2)[CH2:31][CH2:32][CH2:33][CH2:34][CH2:35]1. (4) Given the reactants [N:1]1([CH2:6][CH2:7][CH2:8][OH:9])[CH2:5][CH2:4][CH2:3][CH2:2]1.[N+:10]([C:13]1[CH:18]=[CH:17][C:16](O)=[CH:15][CH:14]=1)([O-])=O.FC1C=CC([N+]([O-])=O)=CC=1, predict the reaction product. The product is: [N:1]1([CH2:6][CH2:7][CH2:8][O:9][C:16]2[CH:17]=[CH:18][C:13]([NH2:10])=[CH:14][CH:15]=2)[CH2:5][CH2:4][CH2:3][CH2:2]1. (5) Given the reactants [CH2:1]([N:8]1[C:16]2[C:11](=[CH:12][CH:13]=[C:14]([N+:17]([O-:19])=[O:18])[CH:15]=2)[C:10]([C:20]([OH:28])([C:24]([F:27])([F:26])[F:25])[CH2:21][CH:22]=[O:23])=[CH:9]1)[C:2]1[CH:7]=[CH:6][CH:5]=[CH:4][CH:3]=1.Cl([O-])=[O:30].[Na+].O.O.P([O-])(O)(O)=O.[Na+].CC(=CC)C.S([O-])([O-])(=O)=S.[Na+].[Na+], predict the reaction product. The product is: [CH2:1]([N:8]1[C:16]2[C:11](=[CH:12][CH:13]=[C:14]([N+:17]([O-:19])=[O:18])[CH:15]=2)[C:10]([C:20]([OH:28])([C:24]([F:25])([F:27])[F:26])[CH2:21][C:22]([OH:30])=[O:23])=[CH:9]1)[C:2]1[CH:3]=[CH:4][CH:5]=[CH:6][CH:7]=1.